This data is from Catalyst prediction with 721,799 reactions and 888 catalyst types from USPTO. The task is: Predict which catalyst facilitates the given reaction. Reactant: [C:1]([NH:4][C:5]1[CH:6]=[C:7]2[C:11](=[CH:12][CH:13]=1)[CH2:10][CH2:9][CH2:8]2)(=[O:3])[CH3:2].[C:14](Cl)(=[O:21])[C:15]1[CH:20]=[CH:19][CH:18]=[CH:17][CH:16]=1.[Al+3].[Cl-].[Cl-].[Cl-].Cl. Product: [C:1]([NH:4][C:5]1[CH:6]=[C:7]2[C:11](=[CH:12][C:13]=1[C:14](=[O:21])[C:15]1[CH:20]=[CH:19][CH:18]=[CH:17][CH:16]=1)[CH2:10][CH2:9][CH2:8]2)(=[O:3])[CH3:2]. The catalyst class is: 34.